This data is from Reaction yield outcomes from USPTO patents with 853,638 reactions. The task is: Predict the reaction yield, written as a fraction of the theoretical maximum amount of product (1.0 means a 100% yield; for example, 0.34 means a 34% yield). The reactants are [NH2:1][CH2:2][C:3]([C:6]1[NH:7][C:8]2[C:13]([CH:14]=1)=[CH:12][C:11]([NH:15][C:16]([C:18]1([C:21]3[CH:29]=[CH:28][C:24]4[O:25][CH2:26][O:27][C:23]=4[CH:22]=3)[CH2:20][CH2:19]1)=[O:17])=[CH:10][CH:9]=2)([CH3:5])[CH3:4].N1C=CC=CC=1.[C:36](OC(=O)C)(=[O:38])[CH3:37].O. The catalyst is ClCCl. The product is [C:36]([NH:1][CH2:2][C:3]([C:6]1[NH:7][C:8]2[C:13]([CH:14]=1)=[CH:12][C:11]([NH:15][C:16]([C:18]1([C:21]3[CH:29]=[CH:28][C:24]4[O:25][CH2:26][O:27][C:23]=4[CH:22]=3)[CH2:20][CH2:19]1)=[O:17])=[CH:10][CH:9]=2)([CH3:4])[CH3:5])(=[O:38])[CH3:37]. The yield is 0.730.